Dataset: Full USPTO retrosynthesis dataset with 1.9M reactions from patents (1976-2016). Task: Predict the reactants needed to synthesize the given product. (1) The reactants are: [OH-].[Li+].[CH3:3][S:4]([NH:7][C:8]1[CH:9]=[C:10]([CH:16]=[C:17]([N:19]2[CH2:24][CH2:23][O:22][CH2:21][CH2:20]2)[CH:18]=1)[C:11]([O:13]CC)=[O:12])(=[O:6])=[O:5]. Given the product [CH3:3][S:4]([NH:7][C:8]1[CH:9]=[C:10]([CH:16]=[C:17]([N:19]2[CH2:20][CH2:21][O:22][CH2:23][CH2:24]2)[CH:18]=1)[C:11]([OH:13])=[O:12])(=[O:5])=[O:6], predict the reactants needed to synthesize it. (2) Given the product [NH2:1][C:2]1[C:3]([Cl:22])=[C:4]2[C:8]([C:7]3[C:6]([CH2:18][CH2:19][CH2:20][CH3:21])([CH2:5]2)[CH2:13][CH2:14][C:15](=[O:17])[CH:16]=3)=[CH:9][C:10]=1[F:11], predict the reactants needed to synthesize it. The reactants are: [NH2:1][C:2]1[C:3]([Cl:22])=[C:4]2[C:8](=[CH:9][C:10]=1[F:11])[C:7](=O)[C:6]([CH2:18][CH2:19][CH2:20][CH3:21])([CH2:13][CH2:14][C:15](=[O:17])[CH3:16])[CH2:5]2.C(O)(=O)C.N1CCCC1.